Predict the reactants needed to synthesize the given product. From a dataset of Full USPTO retrosynthesis dataset with 1.9M reactions from patents (1976-2016). (1) Given the product [CH:1]1([N:13]2[CH2:12][CH2:11][N:10]([C:16]([O:18][C:19]([CH3:22])([CH3:21])[CH3:20])=[O:17])[CH2:15][CH2:14]2)[CH2:4][CH2:3][CH2:2]1, predict the reactants needed to synthesize it. The reactants are: [C:1]1(=O)[CH2:4][CH2:3][CH2:2]1.C(O)(=O)C.[N:10]1([C:16]([O:18][C:19]([CH3:22])([CH3:21])[CH3:20])=[O:17])[CH2:15][CH2:14][NH:13][CH2:12][CH2:11]1.C([BH3-])#N.[Na+]. (2) Given the product [N:18]([CH2:21][CH2:22][O:23][CH2:24][CH2:25][O:26][CH2:27][CH2:28][O:29][CH2:30][CH2:31][NH:32][S:14]([C:11]1[CH:10]=[CH:9][C:8]([O:1][CH2:2][C:7]2[CH:6]=[CH:5][CH:4]=[CH:3][CH:33]=2)=[CH:13][CH:12]=1)(=[O:15])=[O:16])=[N+:19]=[N-:20], predict the reactants needed to synthesize it. The reactants are: [O:1]([C:8]1[CH:13]=[CH:12][C:11]([S:14](Cl)(=[O:16])=[O:15])=[CH:10][CH:9]=1)[C:2]1[CH:7]=[CH:6][CH:5]=[CH:4][CH:3]=1.[N:18]([CH2:21][CH2:22][O:23][CH2:24][CH2:25][O:26][CH2:27][CH2:28][O:29][CH2:30][CH2:31][NH2:32])=[N+:19]=[N-:20].[CH2:33](N(CC)CC)C. (3) Given the product [Br:1][C:2]1[CH:3]=[C:4]([NH2:11])[C:5]2[CH:6]=[N:7][N:8]([CH3:14])[C:9]=2[CH:10]=1, predict the reactants needed to synthesize it. The reactants are: [Br:1][C:2]1[CH:3]=[C:4]([NH2:11])[C:5]2[CH:6]=[N:7][NH:8][C:9]=2[CH:10]=1.[H-].[Na+].[CH3:14]I. (4) Given the product [F:1][C:2]1[CH:10]=[C:9]2[C:5]([C:6](/[CH:11]=[CH:12]/[C:13]3[CH:14]=[CH:15][C:16]([F:19])=[CH:17][CH:18]=3)=[N:7][NH:8]2)=[CH:4][C:3]=1[NH:20][C:21]([C:23]1([CH2:26][NH:27][C:28](=[O:30])[CH3:29])[CH2:25][CH2:24]1)=[O:22], predict the reactants needed to synthesize it. The reactants are: [F:1][C:2]1[CH:10]=[C:9]2[C:5]([C:6](/[CH:11]=[CH:12]/[C:13]3[CH:18]=[CH:17][C:16]([F:19])=[CH:15][CH:14]=3)=[N:7][NH:8]2)=[CH:4][C:3]=1[NH:20][C:21]([C:23]1([CH2:26][NH2:27])[CH2:25][CH2:24]1)=[O:22].[C:28](OC(=O)C)(=[O:30])[CH3:29]. (5) Given the product [C:32]([OH:39])(=[O:38])/[CH:33]=[CH:34]\[C:35]([OH:37])=[O:36].[C:32]([OH:39])(=[O:38])/[CH:33]=[CH:34]\[C:35]([OH:37])=[O:36].[C:1]([C:5]1[NH:6][C:7]([C:25]2[CH:26]=[CH:27][C:28]([F:31])=[CH:29][CH:30]=2)=[C:8]([C:10]2[N:15]=[C:14]3[N:16]([CH2:20][C:21]([CH3:24])([CH3:23])[CH3:22])[C:17]([NH2:19])=[N:18][C:13]3=[CH:12][CH:11]=2)[N:9]=1)([CH3:2])([CH3:3])[CH3:4], predict the reactants needed to synthesize it. The reactants are: [C:1]([C:5]1[NH:6][C:7]([C:25]2[CH:30]=[CH:29][C:28]([F:31])=[CH:27][CH:26]=2)=[C:8]([C:10]2[N:15]=[C:14]3[N:16]([CH2:20][C:21]([CH3:24])([CH3:23])[CH3:22])[C:17]([NH2:19])=[N:18][C:13]3=[CH:12][CH:11]=2)[N:9]=1)([CH3:4])([CH3:3])[CH3:2].[C:32]([OH:39])(=[O:38])/[CH:33]=[CH:34]\[C:35]([OH:37])=[O:36].